From a dataset of Catalyst prediction with 721,799 reactions and 888 catalyst types from USPTO. Predict which catalyst facilitates the given reaction. (1) Reactant: [NH2:1][CH2:2][CH:3]1[O:7][C:6](=[O:8])[N:5]([C:9]2[CH:14]=[CH:13][C:12]([C:15]3[N:16]=[C:17]([CH2:20][N:21]4[CH:25]=[CH:24][CH:23]=[N:22]4)[S:18][CH:19]=3)=[C:11]([F:26])[CH:10]=2)[CH2:4]1.C(N(CC)CC)C.Cl[C:35]([O:37][CH3:38])=[O:36]. Product: [F:26][C:11]1[CH:10]=[C:9]([N:5]2[CH2:4][CH:3]([CH2:2][NH:1][C:35](=[O:36])[O:37][CH3:38])[O:7][C:6]2=[O:8])[CH:14]=[CH:13][C:12]=1[C:15]1[N:16]=[C:17]([CH2:20][N:21]2[CH:25]=[CH:24][CH:23]=[N:22]2)[S:18][CH:19]=1. The catalyst class is: 4. (2) Reactant: [N:1]1[C:6]2[CH2:7][NH:8][CH2:9][CH2:10][C:5]=2[CH:4]=[N:3][C:2]=1[NH:11][C@@H:12]([CH3:15])[CH2:13][OH:14].[CH3:16][C:17]([Si:20](Cl)([CH3:22])[CH3:21])([CH3:19])[CH3:18].C(Cl)Cl. Product: [Si:20]([O:14][CH2:13][C@@H:12]([NH:11][C:2]1[N:3]=[CH:4][C:5]2[CH2:10][CH2:9][NH:8][CH2:7][C:6]=2[N:1]=1)[CH3:15])([C:17]([CH3:19])([CH3:18])[CH3:16])([CH3:22])[CH3:21]. The catalyst class is: 6. (3) Reactant: [CH2:1]([NH2:8])[C:2]1[CH:7]=[CH:6][CH:5]=[CH:4][CH:3]=1.[Br:9][C:10]1[C:19](Br)=[C:18]2[C:13]([CH:14]=[CH:15][C:16]([O:21][CH3:22])=[N:17]2)=[N:12][CH:11]=1.C(=O)([O-])[O-].[K+].[K+].C(OCC)(=O)C. Product: [CH2:1]([NH:8][C:19]1[C:18]2[C:13](=[CH:14][CH:15]=[C:16]([O:21][CH3:22])[N:17]=2)[N:12]=[CH:11][C:10]=1[Br:9])[C:2]1[CH:7]=[CH:6][CH:5]=[CH:4][CH:3]=1. The catalyst class is: 9. (4) Reactant: [CH3:1][C:2]1[N:3]([C:8]2[C:13]([C:14]#[N:15])=[CH:12][C:11]([C:16]([F:19])([F:18])[F:17])=[CH:10][C:9]=2[C:20]2[CH:25]=[CH:24][C:23]([OH:26])=[CH:22][CH:21]=2)[C:4]([CH3:7])=[CH:5][CH:6]=1.[NH2:27][OH:28]. Product: [CH3:7][C:4]1[N:3]([C:8]2[C:13]([C:14](=[N:27][OH:28])[NH2:15])=[CH:12][C:11]([C:16]([F:17])([F:19])[F:18])=[CH:10][C:9]=2[C:20]2[CH:21]=[CH:22][C:23]([OH:26])=[CH:24][CH:25]=2)[C:2]([CH3:1])=[CH:6][CH:5]=1. The catalyst class is: 376. (5) Reactant: CS[C:3]([N:6]1[CH2:11][CH2:10][CH2:9][CH2:8][CH:7]1[C:12]1[N:13]=[N:14][N:15]([C:17]2[CH:22]=[CH:21][CH:20]=[C:19]([Cl:23])[CH:18]=2)[N:16]=1)=[N:4][CH3:5].[F:24][CH:25]([F:37])[O:26][C:27]1[CH:36]=[CH:35][C:30]([C:31]([NH:33][NH2:34])=O)=[CH:29][CH:28]=1. Product: [Cl:23][C:19]1[CH:18]=[C:17]([N:15]2[N:14]=[N:13][C:12]([CH:7]3[CH2:8][CH2:9][CH2:10][CH2:11][N:6]3[C:3]3[N:4]([CH3:5])[C:31]([C:30]4[CH:35]=[CH:36][C:27]([O:26][CH:25]([F:37])[F:24])=[CH:28][CH:29]=4)=[N:33][N:34]=3)=[N:16]2)[CH:22]=[CH:21][CH:20]=1. The catalyst class is: 40. (6) Reactant: C[O-].[Na+].C[O:5][C:6](=O)[CH2:7][S:8][CH:9]([CH3:15])[CH2:10][C:11]([O:13][CH3:14])=[O:12].C(O)(=O)C.C([O-])([O-])=O.[Na+].[Na+]. Product: [CH3:15][CH:9]1[CH:10]([C:11]([O:13][CH3:14])=[O:12])[C:6](=[O:5])[CH2:7][S:8]1. The catalyst class is: 11. (7) Reactant: [C:1]([C:5]1[CH:10]=[CH:9][C:8]([S:11]([NH:14][C:15]2[CH:23]=[C:22]([F:24])[CH:21]=[CH:20][C:16]=2[C:17]([OH:19])=[O:18])(=[O:13])=[O:12])=[CH:7][CH:6]=1)([CH3:4])([CH3:3])[CH3:2].[Cl:25]N1C(=O)CCC1=O. Product: [C:1]([C:5]1[CH:6]=[CH:7][C:8]([S:11]([NH:14][C:15]2[CH:23]=[C:22]([F:24])[C:21]([Cl:25])=[CH:20][C:16]=2[C:17]([OH:19])=[O:18])(=[O:13])=[O:12])=[CH:9][CH:10]=1)([CH3:4])([CH3:2])[CH3:3]. The catalyst class is: 15. (8) Reactant: [OH:1][C:2]1[CH:3]=[C:4]2[C:27](=[CH:28][C:29]=1[O:30][CH3:31])[C:7]1[N:8](COCC[Si](C)(C)C)[N:9]=[C:10]([C:11]3[CH:12]=[CH:13][C:14]([C:17]#[N:18])=[N:15][CH:16]=3)[C:6]=1[C:5]2([CH3:33])[CH3:32]. Product: [OH:1][C:2]1[CH:3]=[C:4]2[C:27](=[CH:28][C:29]=1[O:30][CH3:31])[C:7]1[NH:8][N:9]=[C:10]([C:11]3[CH:12]=[CH:13][C:14]([C:17]#[N:18])=[N:15][CH:16]=3)[C:6]=1[C:5]2([CH3:33])[CH3:32]. The catalyst class is: 422. (9) Reactant: [C:1]([C:4]([OH:6])=[O:5])([OH:3])=[O:2].O.O.[N:9]1([CH2:15][CH2:16][CH:17]2[CH2:25][CH2:24][CH2:23][C:22]3[N:21]([C:26]4[CH:31]=[CH:30][CH:29]=[CH:28][CH:27]=4)[N:20]=[CH:19][C:18]2=3)[CH2:14][CH2:13][O:12][CH2:11][CH2:10]1. Product: [C:4]([OH:6])(=[O:5])[C:1]([OH:3])=[O:2].[N:9]1([CH2:15][CH2:16][CH:17]2[CH2:25][CH2:24][CH2:23][C:22]3[N:21]([C:26]4[CH:27]=[CH:28][CH:29]=[CH:30][CH:31]=4)[N:20]=[CH:19][C:18]2=3)[CH2:14][CH2:13][O:12][CH2:11][CH2:10]1. The catalyst class is: 21.